From a dataset of Peptide-MHC class I binding affinity with 185,985 pairs from IEDB/IMGT. Regression. Given a peptide amino acid sequence and an MHC pseudo amino acid sequence, predict their binding affinity value. This is MHC class I binding data. (1) The peptide sequence is WVIDTLNGI. The MHC is HLA-B15:01 with pseudo-sequence HLA-B15:01. The binding affinity (normalized) is 0.0847. (2) The peptide sequence is TTHHTIPLL. The MHC is HLA-B15:17 with pseudo-sequence HLA-B15:17. The binding affinity (normalized) is 0.613. (3) The peptide sequence is IVAPYLFWL. The MHC is HLA-B40:01 with pseudo-sequence HLA-B40:01. The binding affinity (normalized) is 0.213. (4) The peptide sequence is RQLLWRYQI. The MHC is HLA-B39:01 with pseudo-sequence HLA-B39:01. The binding affinity (normalized) is 0.567. (5) The peptide sequence is KVFGRCEL. The MHC is H-2-Kb with pseudo-sequence H-2-Kb. The binding affinity (normalized) is 0.446. (6) The peptide sequence is REFEAQNVP. The MHC is HLA-A30:01 with pseudo-sequence HLA-A30:01. The binding affinity (normalized) is 0.422. (7) The peptide sequence is FRHSVVVPY. The MHC is HLA-B08:01 with pseudo-sequence HLA-B08:01. The binding affinity (normalized) is 0.0847. (8) The peptide sequence is FLYDISISL. The MHC is HLA-A02:12 with pseudo-sequence HLA-A02:12. The binding affinity (normalized) is 0.898. (9) The peptide sequence is GILGSLGLR. The MHC is HLA-A03:01 with pseudo-sequence HLA-A03:01. The binding affinity (normalized) is 0.110. (10) The peptide sequence is LSVIWMMWYW. The MHC is HLA-A03:01 with pseudo-sequence HLA-A03:01. The binding affinity (normalized) is 0.0840.